The task is: Predict which catalyst facilitates the given reaction.. This data is from Catalyst prediction with 721,799 reactions and 888 catalyst types from USPTO. (1) Reactant: [C:1]([O:5][C:6]([N:8]1[CH2:12][C:11](=[O:13])[CH2:10][C@H:9]1[C:14]([OH:16])=[O:15])=[O:7])([CH3:4])([CH3:3])[CH3:2].CO.[CH3:19][Si](C=[N+]=[N-])(C)C. Product: [O:13]=[C:11]1[CH2:12][N:8]([C:6]([O:5][C:1]([CH3:4])([CH3:2])[CH3:3])=[O:7])[C@H:9]([C:14]([O:16][CH3:19])=[O:15])[CH2:10]1. The catalyst class is: 11. (2) Reactant: [CH3:1][O:2][C:3]1[CH:8]=[CH:7][C:6]([C:9]2[N:14]3[N:15]=[C:16]([NH:18][C:19]4[CH:39]=[CH:38][C:22]([O:23][CH2:24][CH2:25][CH2:26][N:27]5C(=O)C6C(=CC=CC=6)C5=O)=[CH:21][CH:20]=4)[N:17]=[C:13]3[CH:12]=[CH:11][CH:10]=2)=[CH:5][CH:4]=1.O.NN. Product: [NH2:27][CH2:26][CH2:25][CH2:24][O:23][C:22]1[CH:21]=[CH:20][C:19]([NH:18][C:16]2[N:17]=[C:13]3[CH:12]=[CH:11][CH:10]=[C:9]([C:6]4[CH:5]=[CH:4][C:3]([O:2][CH3:1])=[CH:8][CH:7]=4)[N:14]3[N:15]=2)=[CH:39][CH:38]=1. The catalyst class is: 8. (3) Reactant: [H-].[Na+].[CH2:3]([OH:13])[C:4]1[CH:12]=[CH:11][C:10]2[O:9][CH2:8][O:7][C:6]=2[CH:5]=1.Br[CH2:15][CH2:16][CH2:17][CH3:18]. Product: [CH2:15]([O:13][CH2:3][C:4]1[CH:12]=[CH:11][C:10]2[O:9][CH2:8][O:7][C:6]=2[CH:5]=1)[CH2:16][CH2:17][CH3:18]. The catalyst class is: 7. (4) Reactant: [CH3:1][O:2][C:3]1[CH:4]=[C:5]([CH:9]=[CH:10][CH:11]=1)[C:6](Cl)=[O:7].[CH3:12][CH2:13][N:14](CC)CC.C(N)C. Product: [CH2:13]([NH:14][C:6](=[O:7])[C:5]1[CH:9]=[CH:10][CH:11]=[C:3]([O:2][CH3:1])[CH:4]=1)[CH3:12]. The catalyst class is: 2. (5) Product: [Br:8][C:4]1[CH:5]=[CH:6][CH:7]=[C:2]([Sn:18]([CH2:19][CH2:20][CH2:21][CH3:22])([CH2:23][CH2:24][CH2:25][CH3:26])[CH2:14][CH2:15][CH2:16][CH3:17])[N:3]=1. The catalyst class is: 1. Reactant: Br[C:2]1[CH:7]=[CH:6][CH:5]=[C:4]([Br:8])[N:3]=1.C([Mg]Cl)(C)C.[CH2:14]([Sn:18](Cl)([CH2:23][CH2:24][CH2:25][CH3:26])[CH2:19][CH2:20][CH2:21][CH3:22])[CH2:15][CH2:16][CH3:17]. (6) Reactant: [Cl:1][C:2]1[CH:7]=[CH:6][CH:5]=[C:4]([Cl:8])[C:3]=1[C:9]1[C:13]([CH2:14][O:15][C:16]2[CH:17]=[C:18]3[C:22](=[CH:23][CH:24]=2)[N:21](C(C2C=C(C=CC=2)C(OC)=O)=O)[CH:20]=[CH:19]3)=[C:12]([CH:37]([CH3:39])[CH3:38])[O:11][N:10]=1.[OH-].[Li+]. Product: [Cl:1][C:2]1[CH:7]=[CH:6][CH:5]=[C:4]([Cl:8])[C:3]=1[C:9]1[C:13]([CH2:14][O:15][C:16]2[CH:17]=[C:18]3[C:22](=[CH:23][CH:24]=2)[NH:21][CH:20]=[CH:19]3)=[C:12]([CH:37]([CH3:39])[CH3:38])[O:11][N:10]=1. The catalyst class is: 12. (7) Reactant: C[O:2][C:3]1[CH:8]=[CH:7][C:6]([O:9][C:10]([F:13])([F:12])[F:11])=[CH:5][C:4]=1[C:14]([C:16]1[CH:21]=[CH:20][CH:19]=[CH:18][CH:17]=1)=[O:15].Cl.N1C=CC=CC=1. Product: [OH:2][C:3]1[CH:8]=[CH:7][C:6]([O:9][C:10]([F:11])([F:12])[F:13])=[CH:5][C:4]=1[C:14]([C:16]1[CH:17]=[CH:18][CH:19]=[CH:20][CH:21]=1)=[O:15]. The catalyst class is: 2. (8) Reactant: CO[C:3]([O:6][CH3:7])([CH3:5])[CH3:4].OC[C@@H:10]1[NH:14][C:13](=[O:15])[CH2:12][CH2:11]1. Product: [CH3:5][C:3]1([CH3:4])[N:14]2[C:13](=[O:15])[CH2:12][CH2:11][C@@H:10]2[CH2:7][O:6]1. The catalyst class is: 743. (9) Reactant: C(O[C:6]([C:8]1[N:9]=[CH:10][C:11]2[C:16]([C:17]=1[OH:18])=[CH:15][CH:14]=[C:13]([S:19]([CH:22]1[CH2:27][CH2:26][CH2:25][CH2:24][CH2:23]1)(=[O:21])=[O:20])[CH:12]=2)=[O:7])CCC.[NH2:28][CH2:29][CH2:30][C:31]([OH:33])=[O:32].C[O-].[Na+].CO.Cl. Product: [CH:22]1([S:19]([C:13]2[CH:12]=[C:11]3[C:16]([C:17]([OH:18])=[C:8]([C:6]([NH:28][CH2:29][CH2:30][C:31]([OH:33])=[O:32])=[O:7])[N:9]=[CH:10]3)=[CH:15][CH:14]=2)(=[O:20])=[O:21])[CH2:23][CH2:24][CH2:25][CH2:26][CH2:27]1. The catalyst class is: 6. (10) Reactant: [Cl:1][CH2:2][CH2:3][CH2:4][C:5](Cl)=[O:6].Cl.[CH3:9][NH:10][CH3:11].[OH-].[Na+]. Product: [Cl:1][CH2:2][CH2:3][CH2:4][C:5]([N:10]([CH3:11])[CH3:9])=[O:6]. The catalyst class is: 1.